This data is from Forward reaction prediction with 1.9M reactions from USPTO patents (1976-2016). The task is: Predict the product of the given reaction. Given the reactants [OH:1][C:2]1[CH:11]=[CH:10][C:5]([C:6]([O:8][CH3:9])=[O:7])=[CH:4][C:3]=1[O:12][CH3:13].Br[CH2:15][CH2:16][Cl:17].C(=O)([O-])[O-].[K+].[K+], predict the reaction product. The product is: [Cl:17][CH2:16][CH2:15][O:1][C:2]1[CH:11]=[CH:10][C:5]([C:6]([O:8][CH3:9])=[O:7])=[CH:4][C:3]=1[O:12][CH3:13].